Predict the product of the given reaction. From a dataset of Forward reaction prediction with 1.9M reactions from USPTO patents (1976-2016). (1) The product is: [Br:19][C:9]1[S:8][C:7]([C:2]([CH3:1])([CH3:6])[C:3]([OH:5])=[O:4])=[CH:11][CH:10]=1. Given the reactants [CH3:1][C:2]([C:7]1[S:8][CH:9]=[CH:10][CH:11]=1)([CH3:6])[C:3]([OH:5])=[O:4].C1C(=O)N([Br:19])C(=O)C1, predict the reaction product. (2) Given the reactants C(=O)([O-])[O-].[K+].[K+].[F:7][C:8]1[CH:13]=[CH:12][C:11]([CH2:14][CH3:15])=[CH:10][C:9]=1B(O)O.Br[C:20]1[CH:21]=[N:22][C:23]([N:26]2[C:34]3[C:29](=[CH:30][CH:31]=[C:32]([C:35]([O:37][CH3:38])=[O:36])[CH:33]=3)[C:28]([CH2:39][OH:40])=[CH:27]2)=[N:24][CH:25]=1.O, predict the reaction product. The product is: [CH2:14]([C:11]1[CH:12]=[CH:13][C:8]([F:7])=[C:9]([C:20]2[CH:25]=[N:24][C:23]([N:26]3[C:34]4[C:29](=[CH:30][CH:31]=[C:32]([C:35]([O:37][CH3:38])=[O:36])[CH:33]=4)[C:28]([CH2:39][OH:40])=[CH:27]3)=[N:22][CH:21]=2)[CH:10]=1)[CH3:15]. (3) Given the reactants [OH:1][CH2:2][C:3]1[CH:8]=[CH:7][C:6]([S:9][CH:10]2[CH2:14][CH2:13][O:12][C:11]2=[O:15])=[CH:5][CH:4]=1.[Cl:16][C:17]([Cl:21])([Cl:20])[C:18]#[N:19], predict the reaction product. The product is: [Cl:16][C:17]([Cl:21])([Cl:20])[C:18](=[NH:19])[O:1][CH2:2][C:3]1[CH:4]=[CH:5][C:6]([S:9][CH:10]2[CH2:14][CH2:13][O:12][C:11]2=[O:15])=[CH:7][CH:8]=1. (4) Given the reactants [NH2:1][C:2]1[N:7]=[C:6]([C:8](=O)[CH3:9])[CH:5]=[CH:4][N:3]=1.[C:11]([O:15][C:16]([N:18]1[CH2:27][C:26]([CH3:29])([CH3:28])[C:25]2[C:20](=[CH:21][C:22]([NH:30][C:31](=[O:39])[C:32]3[CH:37]=[CH:36][CH:35]=[CH:34][C:33]=3[NH2:38])=[CH:23][CH:24]=2)[CH2:19]1)=[O:17])([CH3:14])([CH3:13])[CH3:12].[BH-](OC(C)=O)(OC(C)=O)OC(C)=O.[Na+], predict the reaction product. The product is: [NH2:1][C:2]1[N:7]=[C:6]([CH:8]([NH:38][C:33]2[CH:34]=[CH:35][CH:36]=[CH:37][C:32]=2[C:31]([NH:30][C:22]2[CH:21]=[C:20]3[C:25]([C:26]([CH3:28])([CH3:29])[CH2:27][N:18]([C:16]([O:15][C:11]([CH3:14])([CH3:12])[CH3:13])=[O:17])[CH2:19]3)=[CH:24][CH:23]=2)=[O:39])[CH3:9])[CH:5]=[CH:4][N:3]=1. (5) Given the reactants [F:1][C:2]1[CH:7]=[C:6]([F:8])[CH:5]=[CH:4][C:3]=1[O:9][CH3:10].C([N-]C(C)C)(C)C.[Li+].[CH3:19][Si:20]([CH3:37])([CH3:36])[CH2:21][CH2:22][O:23][CH2:24][N:25]1[C:29]2[CH:30]=[CH:31][CH:32]=[CH:33][C:28]=2[N:27]=[C:26]1[CH:34]=[O:35], predict the reaction product. The product is: [F:1][C:2]1[C:3]([O:9][CH3:10])=[CH:4][CH:5]=[C:6]([F:8])[C:7]=1[CH:34]([C:26]1[N:25]([CH2:24][O:23][CH2:22][CH2:21][Si:20]([CH3:36])([CH3:37])[CH3:19])[C:29]2[CH:30]=[CH:31][CH:32]=[CH:33][C:28]=2[N:27]=1)[OH:35]. (6) Given the reactants [CH3:1][C:2]1[CH:3]=[C:4]([CH:7]=[CH:8][C:9]=1[CH3:10])[CH:5]=O.[F:11][C:12]1[CH:13]=[C:14]([CH2:18][C:19]#[N:20])[CH:15]=[CH:16][CH:17]=1.C[O-].[Na+], predict the reaction product. The product is: [CH3:1][C:2]1[CH:3]=[C:4](/[CH:5]=[C:18](\[C:14]2[CH:15]=[CH:16][CH:17]=[C:12]([F:11])[CH:13]=2)/[C:19]#[N:20])[CH:7]=[CH:8][C:9]=1[CH3:10]. (7) Given the reactants [BH4-].[Na+].[I:3][C:4]1[CH:15]=[CH:14][C:7]([CH2:8][C@@H:9]([C:11](O)=[O:12])[NH2:10])=[CH:6][CH:5]=1.S(=O)(=O)(O)O.[OH-].[Na+], predict the reaction product. The product is: [NH2:10][C@@H:9]([CH2:8][C:7]1[CH:6]=[CH:5][C:4]([I:3])=[CH:15][CH:14]=1)[CH2:11][OH:12]. (8) Given the reactants [CH:1]([C:4]1[CH:9]=[CH:8][C:7]([C:10]2[N:14]([CH2:15][CH2:16][O:17][CH3:18])[C:13]3[C:19]([O:36][CH3:37])=[CH:20][C:21]([CH2:27][C:28]4[C:29]([S:34][CH3:35])=[N:30][CH:31]=[CH:32][CH:33]=4)=[C:22]([C:23]([F:26])([F:25])[F:24])[C:12]=3[N:11]=2)=[CH:6][CH:5]=1)([CH3:3])[CH3:2].[OH:38]O.O, predict the reaction product. The product is: [CH:1]([C:4]1[CH:9]=[CH:8][C:7]([C:10]2[N:14]([CH2:15][CH2:16][O:17][CH3:18])[C:13]3[C:19]([O:36][CH3:37])=[CH:20][C:21]([CH2:27][C:28]4[C:29]([S:34]([CH3:35])=[O:38])=[N:30][CH:31]=[CH:32][CH:33]=4)=[C:22]([C:23]([F:25])([F:26])[F:24])[C:12]=3[N:11]=2)=[CH:6][CH:5]=1)([CH3:3])[CH3:2].